Dataset: Full USPTO retrosynthesis dataset with 1.9M reactions from patents (1976-2016). Task: Predict the reactants needed to synthesize the given product. (1) Given the product [OH:47][C@@H:16]([CH3:17])[C@@H:15]([N:19]([CH3:20])[C:21]([O:24][CH2:36][CH2:35][CH2:34][CH2:33][CH2:32][C:26]1[CH:31]=[CH:30][CH:29]=[CH:28][CH:27]=1)=[O:22])[C:12]([OH:14])=[O:13], predict the reactants needed to synthesize it. The reactants are: C1(C)C=CC(S([O-])(=O)=O)=CC=1.[C:12]([C@H:15]([NH2+:19][CH3:20])[C@@H:16](O)[CH3:17])([OH:14])=[O:13].[C:21]([O-:24])(O)=[O:22].[Na+].[C:26]1([CH2:32][CH2:33][CH2:34][CH2:35][CH2:36]C2C(=O)N(C([O-])=O)C=CC=2)[CH:31]=[CH:30][CH:29]=[CH:28][CH:27]=1.[OH2:47]. (2) The reactants are: [NH2:1][C:2]1[N:6]([C:7]2[C:12]([Cl:13])=[CH:11][C:10]([C:14]([F:17])([F:16])[F:15])=[CH:9][C:8]=2[Cl:18])[N:5]=[C:4]([C:19]#[N:20])[CH:3]=1.C(OCC)(=O)C.O.[F:28][C:29]([F:37])([F:36])[C:30]([C:32]([F:35])([F:34])[F:33])=[O:31].O.O.[F:28][C:29]([F:37])([F:36])[C:30]([C:32]([F:35])([F:34])[F:33])=[O:31]. Given the product [NH2:1][C:2]1[N:6]([C:7]2[C:8]([Cl:18])=[CH:9][C:10]([C:14]([F:16])([F:15])[F:17])=[CH:11][C:12]=2[Cl:13])[N:5]=[C:4]([C:19]#[N:20])[C:3]=1[C:30]([OH:31])([C:32]([F:35])([F:34])[F:33])[C:29]([F:37])([F:36])[F:28], predict the reactants needed to synthesize it.